From a dataset of hERG Central: cardiac toxicity at 1µM, 10µM, and general inhibition. Predict hERG channel inhibition at various concentrations. (1) The compound is Cl.OC(COCC1COc2ccccc2O1)CN1CCN(c2ccccc2)CC1. Results: hERG_inhib (hERG inhibition (general)): blocker. (2) The drug is O=C(c1ccc(Cl)cc1)C1CCCN(Cc2cccc3ncccc23)C1. Results: hERG_inhib (hERG inhibition (general)): blocker. (3) Results: hERG_inhib (hERG inhibition (general)): blocker. The drug is CO/N=C/c1ccc(N2CCN(C(=O)c3ccc(Cl)cc3Cl)CC2)c([N+](=O)[O-])c1. (4) The drug is CCOC(=O)CNC(=O)CSc1nnc(-c2cccc(C)c2)n1-c1ccc(OC)cc1. Results: hERG_inhib (hERG inhibition (general)): blocker. (5) The molecule is CCOC(=O)C1(CCCc2ccccc2)CCN(C(=O)c2ocnc2C)CC1. Results: hERG_inhib (hERG inhibition (general)): blocker. (6) The molecule is O=C(/C(C=Nc1ccc(Br)cc1)=C(/O)c1ccco1)C(F)(F)F. Results: hERG_inhib (hERG inhibition (general)): blocker.